From a dataset of Full USPTO retrosynthesis dataset with 1.9M reactions from patents (1976-2016). Predict the reactants needed to synthesize the given product. (1) Given the product [CH2:1]([O:3][C:4](=[O:20])[CH2:5][C:6]1[N:7]2[CH:19]=[CH:18][CH:17]=[CH:16][C:8]2=[C:9]2[C:14]=1[CH2:13][CH2:12][CH:11]([O:15][S:22]([CH3:21])(=[O:24])=[O:23])[CH2:10]2)[CH3:2], predict the reactants needed to synthesize it. The reactants are: [CH2:1]([O:3][C:4](=[O:20])[CH2:5][C:6]1[N:7]2[CH:19]=[CH:18][CH:17]=[CH:16][C:8]2=[C:9]2[C:14]=1[CH2:13][CH2:12][CH:11]([OH:15])[CH2:10]2)[CH3:2].[CH3:21][S:22](Cl)(=[O:24])=[O:23]. (2) Given the product [CH:6]1([CH2:5][C@H:4]([NH:12][C:13](=[O:19])[O:14][C:15]([CH3:18])([CH3:17])[CH3:16])[C@@H:3]2[CH2:2][O:20]2)[CH2:11][CH2:10][CH2:9][CH2:8][CH2:7]1, predict the reactants needed to synthesize it. The reactants are: Cl[CH2:2][C@H:3]([OH:20])[C@@H:4]([NH:12][C:13](=[O:19])[O:14][C:15]([CH3:18])([CH3:17])[CH3:16])[CH2:5][CH:6]1[CH2:11][CH2:10][CH2:9][CH2:8][CH2:7]1.CCO. (3) Given the product [C:22]([O:21][C:19](=[O:20])[NH:1][C:2]1[CH:3]=[N:4][N:5]([C:7]([CH3:11])([CH3:10])[CH2:8][OH:9])[CH:6]=1)([CH3:25])([CH3:24])[CH3:23], predict the reactants needed to synthesize it. The reactants are: [NH2:1][C:2]1[CH:3]=[N:4][N:5]([C:7]([CH3:11])([CH3:10])[CH2:8][OH:9])[CH:6]=1.C(N(CC)CC)C.[C:19](O[C:19]([O:21][C:22]([CH3:25])([CH3:24])[CH3:23])=[O:20])([O:21][C:22]([CH3:25])([CH3:24])[CH3:23])=[O:20].O. (4) Given the product [NH2:1][C:2]1[C:11]([CH2:12][CH2:13][O:14][CH2:15][CH3:16])=[CH:10][C:5]([C:6]([O:8][CH3:9])=[O:7])=[C:4]([Cl:17])[CH:3]=1, predict the reactants needed to synthesize it. The reactants are: [NH2:1][C:2]1[C:11]([CH:12]=[CH:13][O:14][CH2:15][CH3:16])=[CH:10][C:5]([C:6]([O:8][CH3:9])=[O:7])=[C:4]([Cl:17])[CH:3]=1. (5) The reactants are: C1([O:6][C:7]2[C:12]3[O:13][C:14]4[CH:19]=[CH:18][N+:17]([O-:20])=[CH:16][C:15]=4[C:11]=3[C:10]([CH:21]=[O:22])=[CH:9][CH:8]=2)CCCC1.[OH-].[Na+]. Given the product [OH:6][C:7]1[C:12]2[O:13][C:14]3[CH:19]=[CH:18][N+:17]([O-:20])=[CH:16][C:15]=3[C:11]=2[C:10]([CH:21]=[O:22])=[CH:9][CH:8]=1, predict the reactants needed to synthesize it. (6) Given the product [NH2:47][CH:44]1[CH2:45][CH2:46][N:41]([C:23]([C:22]2[C:16]3[N:15]=[C:14]([CH2:13][N:2]([CH3:1])[CH:3]4[C:12]5[N:11]=[CH:10][CH:9]=[CH:8][C:7]=5[CH2:6][CH2:5][CH2:4]4)[NH:18][C:17]=3[CH:19]=[CH:20][CH:21]=2)=[O:25])[CH2:42][CH2:43]1, predict the reactants needed to synthesize it. The reactants are: [CH3:1][N:2]([CH2:13][C:14]1[NH:18][C:17]2[CH:19]=[CH:20][CH:21]=[C:22]([C:23]([OH:25])=O)[C:16]=2[N:15]=1)[CH:3]1[C:12]2[N:11]=[CH:10][CH:9]=[CH:8][C:7]=2[CH2:6][CH2:5][CH2:4]1.O=C1N(P(Cl)(N2CCOC2=O)=O)CCO1.[NH:41]1[CH2:46][CH2:45][CH:44]([NH:47]C(=O)OC(C)(C)C)[CH2:43][CH2:42]1.C(N(CC)C(C)C)(C)C. (7) Given the product [Cl:22][C:23]1[CH:24]=[C:25]([N:1]2[CH:5]=[CH:4][C:3]([O:6][CH2:7][C:8]3[C:13]([CH3:14])=[CH:12][CH:11]=[CH:10][C:9]=3[N:15]3[C:19](=[O:20])[N:18]([CH3:21])[N:17]=[N:16]3)=[N:2]2)[C:26]([O:29][CH3:30])=[N:27][CH:28]=1, predict the reactants needed to synthesize it. The reactants are: [NH:1]1[CH:5]=[CH:4][C:3]([O:6][CH2:7][C:8]2[C:13]([CH3:14])=[CH:12][CH:11]=[CH:10][C:9]=2[N:15]2[C:19](=[O:20])[N:18]([CH3:21])[N:17]=[N:16]2)=[N:2]1.[Cl:22][C:23]1[CH:24]=[C:25](B(O)O)[C:26]([O:29][CH3:30])=[N:27][CH:28]=1.N1C=CC=CC=1.